This data is from Forward reaction prediction with 1.9M reactions from USPTO patents (1976-2016). The task is: Predict the product of the given reaction. (1) Given the reactants FC(F)(F)S(O[C:7]1[CH2:11][CH2:10][S:9][CH:8]=1)(=O)=O.CC1(C)C(C)(C)OB([C:22]2[CH:23]=[CH:24][C:25]([NH2:28])=[N:26][CH:27]=2)O1.[O-]P([O-])([O-])=O.[K+].[K+].[K+].COCCOC, predict the reaction product. The product is: [S:9]1[CH2:10][CH2:11][C:7]([C:22]2[CH:23]=[CH:24][C:25]([NH2:28])=[N:26][CH:27]=2)=[CH:8]1. (2) The product is: [NH2:7][C@@H:8]([C:12]1[N:21]([NH:22][C:23]2[CH:28]=[CH:27][CH:26]=[CH:25][CH:24]=2)[C:20](=[O:29])[C:19]2[C:14](=[CH:15][C:16]([Cl:30])=[CH:17][CH:18]=2)[N:13]=1)[CH2:9][C:10]#[CH:11]. Given the reactants C(OC(=O)[NH:7][C@@H:8]([C:12]1[N:21]([NH:22][C:23]2[CH:28]=[CH:27][CH:26]=[CH:25][CH:24]=2)[C:20](=[O:29])[C:19]2[C:14](=[CH:15][C:16]([Cl:30])=[CH:17][CH:18]=2)[N:13]=1)[CH2:9][C:10]#[CH:11])(C)(C)C.Cl, predict the reaction product.